Dataset: Reaction yield outcomes from USPTO patents with 853,638 reactions. Task: Predict the reaction yield, written as a fraction of the theoretical maximum amount of product (1.0 means a 100% yield; for example, 0.34 means a 34% yield). The reactants are [C:1]([OH:11])(=O)[CH:2]=[CH:3][C:4]1[CH:9]=[CH:8][CH:7]=[CH:6][CH:5]=1.Cl.[CH3:13][C:14]1[C:18]([CH2:19][N:20]2[CH:24]=[C:23]([NH2:25])[CH:22]=[N:21]2)=[C:17]([CH3:26])[O:16][N:15]=1. No catalyst specified. The product is [CH3:13][C:14]1[C:18]([CH2:19][N:20]2[CH:24]=[C:23]([NH:25][C:1](=[O:11])[CH:2]=[CH:3][C:4]3[CH:5]=[CH:6][CH:7]=[CH:8][CH:9]=3)[CH:22]=[N:21]2)=[C:17]([CH3:26])[O:16][N:15]=1. The yield is 0.0400.